Dataset: Retrosynthesis with 50K atom-mapped reactions and 10 reaction types from USPTO. Task: Predict the reactants needed to synthesize the given product. (1) Given the product COc1ccc(CN(Cc2c(Br)cc([N+](=O)[O-])cc2Br)C(=O)Nc2c(Cl)cccc2Cl)cc1, predict the reactants needed to synthesize it. The reactants are: COc1ccc(CNCc2c(Br)cc([N+](=O)[O-])cc2Br)cc1.O=C=Nc1c(Cl)cccc1Cl. (2) Given the product COc1ccc(COc2ccc(CNc3ccc(I)cc3N)cc2OC)cc1, predict the reactants needed to synthesize it. The reactants are: COc1ccc(COc2ccc(CNc3ccc(I)cc3[N+](=O)[O-])cc2OC)cc1. (3) Given the product C#Cc1ccc(F)c(F)c1, predict the reactants needed to synthesize it. The reactants are: C[Si](C)(C)C#Cc1ccc(F)c(F)c1. (4) The reactants are: NC(Cc1cccc(C(F)(F)F)c1)C(=O)N1CCSC1.O=C(O)c1cc2cc(Cl)ccc2[nH]1. Given the product O=C(NC(Cc1cccc(C(F)(F)F)c1)C(=O)N1CCSC1)c1cc2cc(Cl)ccc2[nH]1, predict the reactants needed to synthesize it.